From a dataset of Experimentally validated miRNA-target interactions with 360,000+ pairs, plus equal number of negative samples. Binary Classification. Given a miRNA mature sequence and a target amino acid sequence, predict their likelihood of interaction. The protein sequence of the target gene is MDEQAGPGVFFSNNHPGAGGAKGLGPLAEAAAAGDGAAAAGAARAQYSLPGILHFLQHEWARFEVERAQWEVERAELQAQIAFLQGERKGQENLKKDLVRRIKMLEYALKQERAKYHKLKYGTELNQGDMKPPSYDSDEGNETEVQPQQNSQLMWKQGRQLLRQYLQEVGYTDTILDVKSKRVRALLGFSSDVTDREDDKNQDSVINGTEAEVKETAMIGKSELTDSASVLDNFKFLESAAADVSDEDEDEDTDGRAKSVIDTSTIVRKKALPDTSEDRDTKEALKEFDFLVTSEEGDNE.... The miRNA is hsa-miR-548a-3p with sequence CAAAACUGGCAAUUACUUUUGC. Result: 0 (no interaction).